From a dataset of Full USPTO retrosynthesis dataset with 1.9M reactions from patents (1976-2016). Predict the reactants needed to synthesize the given product. (1) Given the product [O:31]=[S:2]1(=[O:1])[C:8]2[CH:9]=[CH:10][CH:11]=[CH:12][C:7]=2[CH2:6][N:5]([C:13]2[CH:22]=[C:21]([O:23][CH2:24][CH2:25][NH2:26])[C:20]3[C:15](=[CH:16][CH:17]=[C:18]([CH3:30])[CH:19]=3)[N:14]=2)[CH2:4][CH2:3]1, predict the reactants needed to synthesize it. The reactants are: [O:1]=[S:2]1(=[O:31])[C:8]2[CH:9]=[CH:10][CH:11]=[CH:12][C:7]=2[CH2:6][N:5]([C:13]2[CH:22]=[C:21]([O:23][CH2:24][CH2:25][NH:26]C(=O)C)[C:20]3[C:15](=[CH:16][CH:17]=[C:18]([CH3:30])[CH:19]=3)[N:14]=2)[CH2:4][CH2:3]1. (2) Given the product [CH:1]([NH:4][C:5]1[C:10]2[C:11]([C:33]3[CH:38]=[C:37]([N:39]4[CH2:40][CH2:41][O:42][CH2:43][CH2:44]4)[CH:36]=[CH:35][N:34]=3)=[N:12][NH:13][C:9]=2[CH:8]=[CH:7][N:6]=1)([CH3:3])[CH3:2], predict the reactants needed to synthesize it. The reactants are: [CH:1]([NH:4][C:5]1[C:10]2[C:11]([C:33]3[CH:38]=[C:37]([N:39]4[CH2:44][CH2:43][O:42][CH2:41][CH2:40]4)[CH:36]=[CH:35][N:34]=3)=[N:12][N:13](C(C3C=CC=CC=3)(C3C=CC=CC=3)C3C=CC=CC=3)[C:9]=2[CH:8]=[CH:7][N:6]=1)([CH3:3])[CH3:2].ClC1C=CN=C(C2C3C(NC(C)C)=NC=CC=3N(C(C3C=CC=CC=3)(C3C=CC=CC=3)C3C=CC=CC=3)N=2)C=1.N1CCOCC1.CC1(C)C2C(=C(P(C3C=CC=CC=3)C3C=CC=CC=3)C=CC=2)OC2C(P(C3C=CC=CC=3)C3C=CC=CC=3)=CC=CC1=2.C([O-])([O-])=O.[Cs+].[Cs+]. (3) Given the product [OH:1][C:2]1[C:3]([O:30][CH3:31])=[CH:4][C:5]2[CH2:14][CH2:13][N:12]3[CH:7]([CH2:8][C:9]4[C:18]([Cl:19])=[CH:17][C:16]([O:20][CH3:21])=[C:15]([O:22][CH2:23][C:24]([OH:26])=[O:25])[C:10]=4[CH2:11]3)[C:6]=2[CH:29]=1, predict the reactants needed to synthesize it. The reactants are: [OH:1][C:2]1[C:3]([O:30][CH3:31])=[CH:4][C:5]2[CH2:14][CH2:13][N:12]3[CH:7]([CH2:8][C:9]4[C:18]([Cl:19])=[CH:17][C:16]([O:20][CH3:21])=[C:15]([O:22][CH2:23][C:24]([O:26]CC)=[O:25])[C:10]=4[CH2:11]3)[C:6]=2[CH:29]=1.[OH-].[Na+]. (4) Given the product [CH2:1]([N:5]([S:15]([C:18]1[CH:23]=[CH:22][C:21]([N+:24]([O-:26])=[O:25])=[CH:20][CH:19]=1)(=[O:17])=[O:16])[C@H:6]([C:12]([OH:14])=[O:13])[CH2:7][CH2:8][CH2:9][CH2:10][NH:11][C:33](=[O:34])/[CH:32]=[CH:31]\[C:30]1[CH:36]=[CH:37][CH:38]=[CH:39][C:29]=1[O:28][CH3:27])[CH:2]([CH3:4])[CH3:3], predict the reactants needed to synthesize it. The reactants are: [CH2:1]([N:5]([S:15]([C:18]1[CH:23]=[CH:22][C:21]([N+:24]([O-:26])=[O:25])=[CH:20][CH:19]=1)(=[O:17])=[O:16])[C@H:6]([C:12]([OH:14])=[O:13])[CH2:7][CH2:8][CH2:9][CH2:10][NH2:11])[CH:2]([CH3:4])[CH3:3].[CH3:27][O:28][C:29]1[CH:39]=[CH:38][CH:37]=[CH:36][C:30]=1/[CH:31]=[CH:32]\[C:33](O)=[O:34]. (5) Given the product [CH3:1][C:2]1[O:6][C:5]([C:7]2[CH:8]=[CH:9][CH:10]=[CH:11][CH:12]=2)=[N:4][C:3]=1[CH2:13][O:14][C:15]1[CH:16]=[CH:17][C:18]([CH2:19][O:20]/[N:21]=[C:25](\[C:31]2[CH:36]=[CH:35][CH:34]=[CH:33][CH:32]=2)/[CH2:26][CH2:27][C:28]([NH2:30])=[O:29])=[CH:22][CH:23]=1, predict the reactants needed to synthesize it. The reactants are: [CH3:1][C:2]1[O:6][C:5]([C:7]2[CH:12]=[CH:11][CH:10]=[CH:9][CH:8]=2)=[N:4][C:3]=1[CH2:13][O:14][C:15]1[CH:23]=[CH:22][C:18]([CH2:19][O:20][NH2:21])=[CH:17][CH:16]=1.O=[C:25]([C:31]1[CH:36]=[CH:35][CH:34]=[CH:33][CH:32]=1)[CH2:26][CH2:27][C:28]([NH2:30])=[O:29].C(O)(=O)C.C([O-])(=O)C.[Na+].